This data is from Catalyst prediction with 721,799 reactions and 888 catalyst types from USPTO. The task is: Predict which catalyst facilitates the given reaction. The catalyst class is: 21. Reactant: [F:1][C:2]1[CH:9]=[C:8]([OH:10])[CH:7]=[CH:6][C:3]=1[CH:4]=[O:5].C([O-])([O-])=O.[K+].[K+].[C:17]([O:22][CH2:23]Cl)(=[O:21])[CH2:18][CH2:19][CH3:20]. Product: [C:17]([O:22][CH2:23][O:10][C:8]1[CH:7]=[CH:6][C:3]([CH:4]=[O:5])=[C:2]([F:1])[CH:9]=1)(=[O:21])[CH2:18][CH2:19][CH3:20].